From a dataset of Catalyst prediction with 721,799 reactions and 888 catalyst types from USPTO. Predict which catalyst facilitates the given reaction. Reactant: [Br:1][C:2]1[CH:9]=[CH:8][CH:7]=[C:6]([N+:10]([O-:12])=[O:11])[C:3]=1[CH:4]=O.[O-2].[Mg+2].CS(C)=O.[C:19]([CH2:21]P(=O)(OCC)OCC)#[N:20]. Product: [Br:1][C:2]1[CH:9]=[CH:8][CH:7]=[C:6]([N+:10]([O-:12])=[O:11])[C:3]=1[CH:4]=[CH:21][C:19]#[N:20]. The catalyst class is: 413.